This data is from Full USPTO retrosynthesis dataset with 1.9M reactions from patents (1976-2016). The task is: Predict the reactants needed to synthesize the given product. (1) Given the product [OH:6][CH:7]1[CH2:8][CH2:9][C:10]2([CH2:14][N:13]([C:15]([O:17][CH2:18][C:19]3[CH:24]=[CH:23][CH:22]=[CH:21][CH:20]=3)=[O:16])[CH:12]([C:25]([O:27][CH2:28][CH3:29])=[O:26])[CH2:11]2)[CH2:30][CH2:31]1, predict the reactants needed to synthesize it. The reactants are: CC([Si](C)(C)[O:6][CH:7]1[CH2:31][CH2:30][C:10]2([CH2:14][N:13]([C:15]([O:17][CH2:18][C:19]3[CH:24]=[CH:23][CH:22]=[CH:21][CH:20]=3)=[O:16])[CH:12]([C:25]([O:27][CH2:28][CH3:29])=[O:26])[CH2:11]2)[CH2:9][CH2:8]1)(C)C.C(O)(=O)C.CCCC[N+](CCCC)(CCCC)CCCC.[F-].C1C=CN=CC=1.F.C([O-])(O)=O.[Na+].C(=O)([O-])[O-].[K+].[K+]. (2) Given the product [CH3:13][C:14]1([CH3:34])[C:23]2[CH:22]=[C:21]([C:24](=[O:26])[CH:25]=[CH:1][C:3]3[CH:12]=[CH:11][C:6]([C:7]([O:9][CH2:10][CH2:36][Si:37]([CH3:40])([CH3:39])[CH3:38])=[O:8])=[CH:5][CH:4]=3)[CH:20]=[CH:19][C:18]=2[C:17]([C:27]2[CH:28]=[CH:29][C:30]([CH3:33])=[CH:31][CH:32]=2)=[CH:16][CH2:15]1, predict the reactants needed to synthesize it. The reactants are: [CH:1]([C:3]1[CH:12]=[CH:11][C:6]([C:7]([O:9][CH3:10])=[O:8])=[CH:5][CH:4]=1)=O.[CH3:13][C:14]1([CH3:34])[C:23]2[CH:22]=[C:21]([C:24](=[O:26])[CH3:25])[CH:20]=[CH:19][C:18]=2[C:17]([C:27]2[CH:32]=[CH:31][C:30]([CH3:33])=[CH:29][CH:28]=2)=[CH:16][CH2:15]1.Cl.[CH3:36][Si:37]([CH:40](O)C)([CH3:39])[CH3:38].Cl.CN(C)CCCN=C=NCC. (3) Given the product [CH2:1]([O:8][C:9]1[CH:17]=[C:16]([O:18][CH2:19][C:20]2[CH:21]=[CH:22][CH:23]=[CH:24][CH:25]=2)[C:15]([CH:26]([CH3:28])[CH3:27])=[CH:14][C:10]=1[C:11]([N:36]1[CH2:35][C:34]2[C:38](=[CH:39][CH:40]=[C:32]([N+:29]([O-:31])=[O:30])[CH:33]=2)[CH2:37]1)=[O:12])[C:2]1[CH:3]=[CH:4][CH:5]=[CH:6][CH:7]=1, predict the reactants needed to synthesize it. The reactants are: [CH2:1]([O:8][C:9]1[CH:17]=[C:16]([O:18][CH2:19][C:20]2[CH:25]=[CH:24][CH:23]=[CH:22][CH:21]=2)[C:15]([CH:26]([CH3:28])[CH3:27])=[CH:14][C:10]=1[C:11](O)=[O:12])[C:2]1[CH:7]=[CH:6][CH:5]=[CH:4][CH:3]=1.[N+:29]([C:32]1[CH:33]=[C:34]2[C:38](=[CH:39][CH:40]=1)[CH2:37][NH:36][CH2:35]2)([O-:31])=[O:30].FC(F)(F)C([O-])=O.CCN=C=NCCCN(C)C.C1C=CC2N(O)N=NC=2C=1.CCN(CC)CC. (4) Given the product [CH2:18]1[C:17]2[CH2:32][CH2:33][CH2:34][C:16]=2[C:15]([C:13]([NH2:12])=[O:14])=[CH:20][NH:19]1, predict the reactants needed to synthesize it. The reactants are: [Si](OCCO[NH:12][C:13]([C:15]1[C:16]2[CH2:34][C:33](C)(C)[CH2:32][C:17]=2[C:18](=O)[N:19](C)[C:20]=1NC1C=CC(I)=CC=1F)=[O:14])(C(C)(C)C)(C)C.CCCC[N+](CCCC)(CCCC)CCCC.[F-]. (5) Given the product [F:1][C:2]1[CH:7]=[C:6]([N:8]2[CH2:12][CH2:11][N:10]([CH3:35])[C:9]2=[O:13])[CH:5]=[CH:4][C:3]=1[N:14]1[CH:19]=[C:18]([O:20][CH3:21])[C:17](=[O:22])[C:16]([C:23]2[N:27]([C:28]3[CH:29]=[CH:30][CH:31]=[CH:32][CH:33]=3)[N:26]=[CH:25][CH:24]=2)=[N:15]1, predict the reactants needed to synthesize it. The reactants are: [F:1][C:2]1[CH:7]=[C:6]([N:8]2[CH2:12][CH2:11][NH:10][C:9]2=[O:13])[CH:5]=[CH:4][C:3]=1[N:14]1[CH:19]=[C:18]([O:20][CH3:21])[C:17](=[O:22])[C:16]([C:23]2[N:27]([C:28]3[CH:33]=[CH:32][CH:31]=[CH:30][CH:29]=3)[N:26]=[CH:25][CH:24]=2)=[N:15]1.I[CH3:35].[H-].[Na+]. (6) Given the product [F:25][C:23]([F:24])([F:26])[S:20]([NH:19][C:18]1[C:9]([O:8][CH2:7][C:6]([OH:27])=[O:5])=[CH:10][C:11]2[C:16]([CH:17]=1)=[CH:15][CH:14]=[CH:13][CH:12]=2)(=[O:21])=[O:22], predict the reactants needed to synthesize it. The reactants are: C([O:5][C:6](=[O:27])[CH2:7][O:8][C:9]1[C:18]([NH:19][S:20]([C:23]([F:26])([F:25])[F:24])(=[O:22])=[O:21])=[CH:17][C:16]2[C:11](=[CH:12][CH:13]=[CH:14][CH:15]=2)[CH:10]=1)(C)(C)C.C1(OC)C=CC=CC=1.O.FC(F)(F)C(O)=O.